This data is from Reaction yield outcomes from USPTO patents with 853,638 reactions. The task is: Predict the reaction yield, written as a fraction of the theoretical maximum amount of product (1.0 means a 100% yield; for example, 0.34 means a 34% yield). (1) The reactants are [CH:1]([N:4]=[C:5]=[O:6])([CH3:3])[CH3:2].[NH2:7][C:8]1[CH:13]=[CH:12][C:11]([CH:14]([NH:20][C:21]2[CH:26]=[CH:25][C:24]([C:27]#[N:28])=[CH:23][CH:22]=2)[C:15]([O:17][CH2:18][CH3:19])=[O:16])=[CH:10][C:9]=1[CH2:29][CH3:30]. The catalyst is C1COCC1. The product is [C:27]([C:24]1[CH:23]=[CH:22][C:21]([NH:20][CH:14]([C:11]2[CH:12]=[CH:13][C:8]([NH:7][C:5]([NH:4][CH:1]([CH3:3])[CH3:2])=[O:6])=[C:9]([CH2:29][CH3:30])[CH:10]=2)[C:15]([O:17][CH2:18][CH3:19])=[O:16])=[CH:26][CH:25]=1)#[N:28]. The yield is 0.620. (2) The reactants are Cl[C:2]1[C:3]2[CH:11]=[C:10]([CH3:12])[O:9][C:4]=2[N:5]=[C:6]([CH3:8])[N:7]=1.[CH3:13][O:14][C:15]1[CH:16]=[C:17]2[C:21](=[CH:22][CH:23]=1)[NH:20][CH2:19][CH2:18]2. The catalyst is Cl.C(O)CCC. The product is [CH3:13][O:14][C:15]1[CH:16]=[C:17]2[C:21](=[CH:22][CH:23]=1)[N:20]([C:2]1[C:3]3[CH:11]=[C:10]([CH3:12])[O:9][C:4]=3[N:5]=[C:6]([CH3:8])[N:7]=1)[CH2:19][CH2:18]2. The yield is 0.630.